From a dataset of NCI-60 drug combinations with 297,098 pairs across 59 cell lines. Regression. Given two drug SMILES strings and cell line genomic features, predict the synergy score measuring deviation from expected non-interaction effect. (1) Drug 1: C1CN1C2=NC(=NC(=N2)N3CC3)N4CC4. Drug 2: CN(CCCl)CCCl.Cl. Cell line: HL-60(TB). Synergy scores: CSS=67.4, Synergy_ZIP=-6.64, Synergy_Bliss=-12.6, Synergy_Loewe=-11.0, Synergy_HSA=-8.56. (2) Drug 1: CCN(CC)CCNC(=O)C1=C(NC(=C1C)C=C2C3=C(C=CC(=C3)F)NC2=O)C. Drug 2: C1CC(C1)(C2=CC=C(C=C2)C3=C(C=C4C(=N3)C=CN5C4=NNC5=O)C6=CC=CC=C6)N. Synergy scores: CSS=55.6, Synergy_ZIP=12.7, Synergy_Bliss=15.5, Synergy_Loewe=19.8, Synergy_HSA=21.2. Cell line: NCI-H460.